From a dataset of Reaction yield outcomes from USPTO patents with 853,638 reactions. Predict the reaction yield, written as a fraction of the theoretical maximum amount of product (1.0 means a 100% yield; for example, 0.34 means a 34% yield). (1) The reactants are Cl[C:2]1[CH:11]=[CH:10][N:9]=[C:8]2[C:3]=1[C:4]1[CH:16]=[CH:15][CH:14]=[CH:13][C:5]=1[C:6](=[O:12])[NH:7]2.[F:17][C:18]([F:27])([F:26])[C:19]1[CH:20]=[C:21]([CH:23]=[CH:24][CH:25]=1)[NH2:22]. No catalyst specified. The product is [F:17][C:18]([F:26])([F:27])[C:19]1[CH:20]=[C:21]([NH:22][C:2]2[CH:11]=[CH:10][N:9]=[C:8]3[C:3]=2[C:4]2[CH:16]=[CH:15][CH:14]=[CH:13][C:5]=2[C:6](=[O:12])[NH:7]3)[CH:23]=[CH:24][CH:25]=1. The yield is 0.340. (2) The reactants are CS(Cl)(=O)=O.[NH2:6][C:7]1[C:8]([NH:17][CH2:18][CH2:19]O)=[C:9]([CH:14]=[CH:15][CH:16]=1)[C:10]([O:12][CH3:13])=[O:11]. The catalyst is C1COCC1. The product is [NH:6]1[C:7]2[CH:16]=[CH:15][CH:14]=[C:9]([C:10]([O:12][CH3:13])=[O:11])[C:8]=2[NH:17][CH2:18][CH2:19]1. The yield is 0.620. (3) The reactants are [F:1][C:2]([F:7])([F:6])[C:3]([OH:5])=[O:4].[Cl:8][C:9]1[CH:10]=[C:11]([CH:16]2[C:25]3[C:20](=[CH:21][C:22]([C:27]4[N:28]=[N:29][C:30]([O:33]C)=[CH:31][CH:32]=4)=[C:23]([F:26])[CH:24]=3)[CH2:19][NH:18][CH2:17]2)[CH:12]=[CH:13][C:14]=1[Cl:15].Br. No catalyst specified. The product is [F:1][C:2]([F:7])([F:6])[C:3]([OH:5])=[O:4].[Cl:8][C:9]1[CH:10]=[C:11]([CH:16]2[C:25]3[C:20](=[CH:21][C:22]([C:27]4[CH:32]=[CH:31][C:30](=[O:33])[NH:29][N:28]=4)=[C:23]([F:26])[CH:24]=3)[CH2:19][NH:18][CH2:17]2)[CH:12]=[CH:13][C:14]=1[Cl:15]. The yield is 0.800. (4) The reactants are Br[C:2]1[CH:7]=[C:6]([S:8]([CH3:11])(=[O:10])=[O:9])[CH:5]=[C:4]([Br:12])[C:3]=1[OH:13].[C:14]([CH:16]1[CH2:18][CH2:17]1)#[CH:15]. The catalyst is N1C=CC=CC=1. The product is [Br:12][C:4]1[C:3]2[O:13][C:14]([CH:16]3[CH2:18][CH2:17]3)=[CH:15][C:2]=2[CH:7]=[C:6]([S:8]([CH3:11])(=[O:10])=[O:9])[CH:5]=1. The yield is 0.530. (5) The reactants are CS(C)=O.[N+:5](/[CH:8]=[CH:9]/[C:10]1[CH:22]=[CH:21][C:13]([O:14][C:15]2[CH:16]=[N:17][CH:18]=[CH:19][CH:20]=2)=[CH:12][CH:11]=1)([O-:7])=[O:6].C(O)(=O)C.[BH4-].[Na+]. The catalyst is O. The product is [N+:5]([CH2:8][CH2:9][C:10]1[CH:22]=[CH:21][C:13]([O:14][C:15]2[CH:16]=[N:17][CH:18]=[CH:19][CH:20]=2)=[CH:12][CH:11]=1)([O-:7])=[O:6]. The yield is 0.406. (6) The reactants are [Br:1][C:2]1[CH:11]=[C:10]2[C:5]([CH:6]=[C:7](Cl)[N:8]=[CH:9]2)=[CH:4][CH:3]=1.[CH3:13][O-:14].[Na+]. The catalyst is COCCOCCOC.C1(C)C=CC=CC=1.O. The product is [Br:1][C:2]1[CH:11]=[C:10]2[C:5]([CH:6]=[C:7]([O:14][CH3:13])[N:8]=[CH:9]2)=[CH:4][CH:3]=1. The yield is 0.850.